Dataset: Full USPTO retrosynthesis dataset with 1.9M reactions from patents (1976-2016). Task: Predict the reactants needed to synthesize the given product. Given the product [CH2:23]([O:30][C:31]1[CH:36]=[CH:35][N:34]([C:2]2[CH:3]=[CH:4][C:5]3[S:14][C:13]4[CH2:12][CH2:11][CH2:10][N:9]([C:15]([O:17][C:18]([CH3:21])([CH3:20])[CH3:19])=[O:16])[CH2:8][C:7]=4[C:6]=3[CH:22]=2)[C:33](=[O:37])[CH:32]=1)[C:24]1[CH:25]=[CH:26][CH:27]=[CH:28][CH:29]=1, predict the reactants needed to synthesize it. The reactants are: Br[C:2]1[CH:3]=[CH:4][C:5]2[S:14][C:13]3[CH2:12][CH2:11][CH2:10][N:9]([C:15]([O:17][C:18]([CH3:21])([CH3:20])[CH3:19])=[O:16])[CH2:8][C:7]=3[C:6]=2[CH:22]=1.[CH2:23]([O:30][C:31]1[CH:36]=[CH:35][NH:34][C:33](=[O:37])[CH:32]=1)[C:24]1[CH:29]=[CH:28][CH:27]=[CH:26][CH:25]=1.